From a dataset of Reaction yield outcomes from USPTO patents with 853,638 reactions. Predict the reaction yield, written as a fraction of the theoretical maximum amount of product (1.0 means a 100% yield; for example, 0.34 means a 34% yield). (1) The product is [CH2:1]([C:3]1[C:12]2[C:7](=[CH:8][CH:9]=[CH:10][CH:11]=2)[C:6]([NH2:13])=[CH:5][CH:4]=1)[CH3:2]. The yield is 0.940. The catalyst is C(O)C.[Ni]. The reactants are [CH2:1]([C:3]1[C:12]2[C:7](=[CH:8][CH:9]=[CH:10][CH:11]=2)[C:6]([N+:13]([O-])=O)=[CH:5][CH:4]=1)[CH3:2]. (2) The reactants are Cl[C:2]1[N:3]=[CH:4][C:5]([C:8]([NH:10][C:11]2[NH:12][N:13]=[C:14]([O:16][CH2:17][C:18]3[CH:23]=[C:22]([O:24][CH3:25])[CH:21]=[C:20]([O:26][CH3:27])[CH:19]=3)[CH:15]=2)=[O:9])=[N:6][CH:7]=1.[CH3:28][N:29]1[C@@H:34]([CH3:35])[CH2:33][NH:32][CH2:31][C@H:30]1[CH3:36].C[C@H]1CNC[C@@H](C)N1CC#N.C(N(C(C)C)C(C)C)C. The catalyst is CS(C)=O.CO. The product is [CH3:27][O:26][C:20]1[CH:19]=[C:18]([CH2:17][O:16][C:14]2[CH:15]=[C:11]([NH:10][C:8]([C:5]3[CH:4]=[N:3][C:2]([N:32]4[CH2:33][C@H:34]([CH3:35])[N:29]([CH3:28])[C@H:30]([CH3:36])[CH2:31]4)=[CH:7][N:6]=3)=[O:9])[NH:12][N:13]=2)[CH:23]=[C:22]([O:24][CH3:25])[CH:21]=1. The yield is 0.740. (3) The catalyst is O. The product is [C:17]([O:16][C:14]([NH:1][C@@H:2]([CH:6]([CH3:8])[CH3:7])[C:3]([OH:5])=[O:4])=[O:15])([CH3:20])([CH3:19])[CH3:18]. The yield is 0.473. The reactants are [NH2:1][C@@H:2]([CH:6]([CH3:8])[CH3:7])[C:3]([OH:5])=[O:4].C(=O)(O)[O-].[Na+].[C:14](O[C:14]([O:16][C:17]([CH3:20])([CH3:19])[CH3:18])=[O:15])([O:16][C:17]([CH3:20])([CH3:19])[CH3:18])=[O:15]. (4) The reactants are [Cl:1][C:2]1[CH:7]=[CH:6][C:5]([C:8]2[C:13]([CH2:14][OH:15])=[CH:12][N:11]=[C:10]([NH:16][C:17](=[O:19])[CH3:18])[CH:9]=2)=[C:4](F)[CH:3]=1.C(=O)([O-])[O-].[K+].[K+]. The catalyst is CN(C=O)C. The product is [Cl:1][C:2]1[CH:7]=[CH:6][C:5]2[C:8]3[C:13](=[CH:12][N:11]=[C:10]([NH:16][C:17](=[O:19])[CH3:18])[CH:9]=3)[CH2:14][O:15][C:4]=2[CH:3]=1. The yield is 0.840. (5) The reactants are O=[C:2]1[CH2:7][CH2:6][N:5]([C:8]([O:10][C:11]([CH3:14])([CH3:13])[CH3:12])=[O:9])[CH2:4][CH2:3]1.[CH2:15]([NH2:17])[CH3:16]. The catalyst is [Pd].C(O)C. The product is [CH2:15]([NH:17][CH:2]1[CH2:7][CH2:6][N:5]([C:8]([O:10][C:11]([CH3:14])([CH3:13])[CH3:12])=[O:9])[CH2:4][CH2:3]1)[CH3:16]. The yield is 0.840. (6) The reactants are [N:1]1[CH:6]=[CH:5][CH:4]=[CH:3][C:2]=1[C:7]1[O:11][CH:10]=[N:9][CH:8]=1.[CH3:12][S:13][C:14]1[CH:19]=[CH:18][C:17]([CH2:20][CH2:21][CH2:22][CH2:23][CH2:24][CH2:25][C:26](O)=[O:27])=[CH:16][CH:15]=1. No catalyst specified. The product is [O:27]=[C:26]([C:10]1[O:11][C:7]([C:2]2[CH:3]=[CH:4][CH:5]=[CH:6][N:1]=2)=[CH:8][N:9]=1)[CH2:25][CH2:24][CH2:23][CH2:22][CH2:21][CH2:20][C:17]1[CH:16]=[CH:15][C:14]([S:13][CH3:12])=[CH:19][CH:18]=1. The yield is 0.760. (7) The catalyst is C(Cl)Cl. The reactants are [Br:1][CH2:2][CH2:3][CH2:4][CH2:5][CH2:6][CH2:7][CH2:8][CH3:9].[CH:10]1[C:22]2[CH2:21][C:20]3[C:15](=[CH:16][CH:17]=[CH:18][CH:19]=3)[C:14]=2[CH:13]=[CH:12][CH:11]=1.[NH+:23]1[CH:27]=[CH:26][NH:25][CH:24]=1. The product is [Br-:1].[CH:10]1[C:22]2[CH2:21][C:20]3[C:15](=[CH:16][CH:17]=[CH:18][CH:19]=3)[C:14]=2[CH:13]=[CH:12][C:11]=1[N:23]1[CH:27]=[CH:26][NH+:25]([CH2:2][CH2:3][CH2:4][CH2:5][CH2:6][CH2:7][CH2:8][CH3:9])[CH2:24]1. The yield is 0.880.